From a dataset of NCI-60 drug combinations with 297,098 pairs across 59 cell lines. Regression. Given two drug SMILES strings and cell line genomic features, predict the synergy score measuring deviation from expected non-interaction effect. Drug 1: CCCS(=O)(=O)NC1=C(C(=C(C=C1)F)C(=O)C2=CNC3=C2C=C(C=N3)C4=CC=C(C=C4)Cl)F. Drug 2: CCCCCOC(=O)NC1=NC(=O)N(C=C1F)C2C(C(C(O2)C)O)O. Cell line: M14. Synergy scores: CSS=27.4, Synergy_ZIP=-3.55, Synergy_Bliss=-6.07, Synergy_Loewe=-42.1, Synergy_HSA=-6.56.